From a dataset of Full USPTO retrosynthesis dataset with 1.9M reactions from patents (1976-2016). Predict the reactants needed to synthesize the given product. Given the product [Cl:9][C:10]1[CH:15]=[CH:14][C:13]([C:2]2[CH:3]=[N:4][C:5]([NH2:8])=[N:6][CH:7]=2)=[C:12]([F:19])[CH:11]=1, predict the reactants needed to synthesize it. The reactants are: Br[C:2]1[CH:3]=[N:4][C:5]([NH2:8])=[N:6][CH:7]=1.[Cl:9][C:10]1[CH:15]=[CH:14][C:13](B(O)O)=[C:12]([F:19])[CH:11]=1.C(=O)([O-])[O-].[Na+].[Na+].